Dataset: Experimentally validated miRNA-target interactions with 360,000+ pairs, plus equal number of negative samples. Task: Binary Classification. Given a miRNA mature sequence and a target amino acid sequence, predict their likelihood of interaction. (1) The miRNA is mmu-miR-96-3p with sequence CAAUCAUGUGUAGUGCCAAUAU. The protein sequence of the target gene is MAASTASHRPIKGILKNKTSAASPPVVPSAEQPRPIVEEELSKKSQKWDEMNILATYHPADKDYGLMKIDEPNTPYHNMIGDDEDAYSDSEGNEVMTPDILAKKLAAAEGSEPKYRTREQESSGEEDNDLSPEEREKKRQFEMKRKLHYNEGLNIKLARQLISKDLHDDDEDEEMAETADGDSMNVEESSQGSTTSDHLQHKSQSS. Result: 0 (no interaction). (2) The miRNA is hsa-miR-4731-5p with sequence UGCUGGGGGCCACAUGAGUGUG. The protein sequence of the target gene is MDKLPPSMRKRLYSLPQQVGAKAWIMDEEEDGEEEGAGGLQDPSRRSIRLRPLPSPSPSVAAGCSESRGAALGAADSEGPGRSAGKSSTNGDCRRFRGSLASLGSRGGGSGGAGGGSSLGHLHDSAEERRLIAAEGDASPGEDRTPPGLATEPERPGAAAQPAASPPPQQPPQPASASCEQPSADTAIKVEGGAAASDQILPEAEVRLGQSGFMQRQFGAMLQPGVNKFSLRMFGSQKAVEREQERVKSAGFWIIHPYSDFRFYWDLTMLLLMVGNLIIIPVGITFFKDENTTPWIVFNV.... Result: 0 (no interaction). (3) Result: 0 (no interaction). The miRNA is mmu-miR-219a-5p with sequence UGAUUGUCCAAACGCAAUUCU. The protein sequence of the target gene is MPGGPGVLQALPATIFLLFLLSAVYLGPGCQALWMHKVPASLMVSLGEDAHFQCPHNSSNNANVTWWRVLHGNYTWPPEFLGPGEDPNGTLIIQNVNKSHGGIYVCRVQEGNESYQQSCGTYLRVRQPPPRPFLDMGEGTKNRIITAEGIILLFCAVVPGTLLLFRKRWQNEKLGLDAGDEYEDENLYEGLNLDDCSMYEDISRGLQGTYQDVGSLNIGDVQLEKP. (4) The protein sequence of the target gene is MMQGNKKCTDAFSDSSSIGSVLDDADREVSSLTDRAFRSLCISEDTSFHDSYLAVSPDITRQVFGTFHQRTVGHTQRKSGIWSQLPSQGTEHSGWAATFQQLPKYVQGEEKYPKTSPPPTPVQRRLEVPVSGLRSSNKPVSKVSTLIKSFDRTESQRCESRPTASKPPALKNPPKFAPLPENSVNFCFDSAFLTVRRVPAEVSNTHQNSYQPGRKHGEQESSKNPEMACHGSSSFLPAANDTATLCESKFPSPHHKPVTGEPGRGKGTFLHSENSAFESWNAHQPKLLERKDTAGTVPES.... The miRNA is mmu-miR-292a-5p with sequence ACUCAAACUGGGGGCUCUUUUG. Result: 0 (no interaction). (5) The miRNA is hsa-miR-6788-5p with sequence CUGGGAGAAGAGUGGUGAAGA. The protein sequence of the target gene is MKAVVQRVTRASVTVGGEQISAIGRGICVLLGISLEDTQKELEHMVRKILNLRVFEDESGKHWSKSVMDKQYEILCVSQFTLQCVLKGNKPDFHLAMPTEQAEGFYNSFLEQLRKTYRPELIKDGKFGAYMQVHIQNDGPVTIELESPAPGTATSDPKQLSKLEKQQQRKEKTRAKGPSESSKERNTPRKEDRSASSGAEGDVSSEREP. Result: 0 (no interaction). (6) The miRNA is mmu-miR-701-5p with sequence UUAGCCGCUGAAAUAGAUGGA. The protein sequence of the target gene is MEPPPPLLLLPLALLALLWGGERGAAALPAGCKHDGRARGTGRAAAAAEGKVVCSSLELAQVLPPDTLPNRTVTLILSNNKISELKNGSFSGLSLLERLDLRNNLISRIAPGAFWGLSSLKRLDLTNNRIGCLNADVFRGLTNLVRLNLSGNLFTSLSQGTFDYLGSLRSLEFQTEYLLCDCNILWMHRWVKERNITVRDTRCVYPKSLQAQPVTGVKQELLTCDPPLELPSFYMTPSHRQVVFEGDSLPFQCMASYIDQDMQVLWYQDGRIVETDESQGIFVEKSMIHNCSLIASALTI.... Result: 0 (no interaction). (7) The miRNA is hsa-miR-4801 with sequence UACACAAGAAAACCAAGGCUCA. The protein sequence of the target gene is MKLWTYLLYPSLLACLSLQSQSPMPSVRGSCDTLCNCEEKDGIMIINCEEKGINKLSQISVPPSRPFHLSLLNNGLTMLHTNDFSGLTNALSIHLGFNNIADIETGAFNGLGLLKQLHINHNSLEILKEDTFHGLENLEFLQADNNFITIIEPSAFSKLNRLKVLILNDNAIESLPPNIFRFVPLTHLDLRGNQLQTLPYVGFLEHIGRILDLQLEDNKWACNCELLQLKNWLENMPPQSIIGDVICYSPPPFKGSVLSRLKKESFCPTPPVYEEHEDPSGSLLAITSSTSDSRLSSKNT.... Result: 0 (no interaction).